Dataset: NCI-60 drug combinations with 297,098 pairs across 59 cell lines. Task: Regression. Given two drug SMILES strings and cell line genomic features, predict the synergy score measuring deviation from expected non-interaction effect. (1) Drug 1: CC1C(C(CC(O1)OC2CC(CC3=C2C(=C4C(=C3O)C(=O)C5=C(C4=O)C(=CC=C5)OC)O)(C(=O)C)O)N)O.Cl. Drug 2: CN1C2=C(C=C(C=C2)N(CCCl)CCCl)N=C1CCCC(=O)O.Cl. Cell line: SW-620. Synergy scores: CSS=25.4, Synergy_ZIP=1.06, Synergy_Bliss=1.85, Synergy_Loewe=-21.9, Synergy_HSA=-0.947. (2) Drug 1: CC(C)NC(=O)C1=CC=C(C=C1)CNNC.Cl. Drug 2: C1CCC(C(C1)N)N.C(=O)(C(=O)[O-])[O-].[Pt+4]. Cell line: SF-539. Synergy scores: CSS=18.5, Synergy_ZIP=-7.92, Synergy_Bliss=-17.2, Synergy_Loewe=-38.8, Synergy_HSA=-14.4. (3) Drug 1: CN(C)C1=NC(=NC(=N1)N(C)C)N(C)C. Drug 2: CC1=C(C=C(C=C1)C(=O)NC2=CC(=CC(=C2)C(F)(F)F)N3C=C(N=C3)C)NC4=NC=CC(=N4)C5=CN=CC=C5. Cell line: SF-539. Synergy scores: CSS=-3.84, Synergy_ZIP=0.875, Synergy_Bliss=-0.933, Synergy_Loewe=-5.97, Synergy_HSA=-3.71. (4) Drug 1: CC=C1C(=O)NC(C(=O)OC2CC(=O)NC(C(=O)NC(CSSCCC=C2)C(=O)N1)C(C)C)C(C)C. Drug 2: CC(C)(C#N)C1=CC(=CC(=C1)CN2C=NC=N2)C(C)(C)C#N. Cell line: OVCAR-5. Synergy scores: CSS=7.17, Synergy_ZIP=-5.00, Synergy_Bliss=0.382, Synergy_Loewe=-13.1, Synergy_HSA=-0.989. (5) Drug 1: CS(=O)(=O)OCCCCOS(=O)(=O)C. Drug 2: N.N.Cl[Pt+2]Cl. Cell line: MALME-3M. Synergy scores: CSS=42.7, Synergy_ZIP=-1.79, Synergy_Bliss=1.63, Synergy_Loewe=-22.5, Synergy_HSA=3.97. (6) Drug 1: CC1=C2C(C(=O)C3(C(CC4C(C3C(C(C2(C)C)(CC1OC(=O)C(C(C5=CC=CC=C5)NC(=O)OC(C)(C)C)O)O)OC(=O)C6=CC=CC=C6)(CO4)OC(=O)C)OC)C)OC. Drug 2: CC1OCC2C(O1)C(C(C(O2)OC3C4COC(=O)C4C(C5=CC6=C(C=C35)OCO6)C7=CC(=C(C(=C7)OC)O)OC)O)O. Cell line: BT-549. Synergy scores: CSS=58.1, Synergy_ZIP=-1.43, Synergy_Bliss=-4.44, Synergy_Loewe=-5.87, Synergy_HSA=0.318.